The task is: Predict the product of the given reaction.. This data is from Forward reaction prediction with 1.9M reactions from USPTO patents (1976-2016). Given the reactants [OH:1][C:2]1[CH:3]=[N:4][C:5]([C:8]([C:10]2[CH:15]=[CH:14][C:13]([O:16][CH:17]3[CH2:22][CH2:21][CH2:20][CH2:19][O:18]3)=[CH:12][CH:11]=2)=[O:9])=[N:6][CH:7]=1.[CH3:23][N:24]([CH3:28])[CH2:25][CH2:26]O.C1C=CC(P(C2C=CC=CC=2)C2C=CC=CC=2)=CC=1.CC(OC(/N=N/C(OC(C)C)=O)=O)C, predict the reaction product. The product is: [CH3:23][N:24]([CH3:28])[CH2:25][CH2:26][O:1][C:2]1[CH:3]=[N:4][C:5]([C:8]([C:10]2[CH:11]=[CH:12][C:13]([O:16][CH:17]3[CH2:22][CH2:21][CH2:20][CH2:19][O:18]3)=[CH:14][CH:15]=2)=[O:9])=[N:6][CH:7]=1.